From a dataset of Peptide-MHC class I binding affinity with 185,985 pairs from IEDB/IMGT. Regression. Given a peptide amino acid sequence and an MHC pseudo amino acid sequence, predict their binding affinity value. This is MHC class I binding data. (1) The peptide sequence is CAPHRVSGV. The MHC is HLA-A02:06 with pseudo-sequence HLA-A02:06. The binding affinity (normalized) is 0.694. (2) The peptide sequence is RLYDYFTRV. The MHC is HLA-A02:02 with pseudo-sequence HLA-A02:02. The binding affinity (normalized) is 0.944. (3) The peptide sequence is SELTVSPPD. The MHC is HLA-B39:01 with pseudo-sequence HLA-B39:01. The binding affinity (normalized) is 0.0847. (4) The peptide sequence is AVHECFVKR. The MHC is HLA-A33:01 with pseudo-sequence HLA-A33:01. The binding affinity (normalized) is 0.340. (5) The peptide sequence is APIEHIASM. The MHC is HLA-B39:01 with pseudo-sequence HLA-B39:01. The binding affinity (normalized) is 0.583. (6) The peptide sequence is SLPPNFSSL. The MHC is HLA-B27:05 with pseudo-sequence HLA-B27:05. The binding affinity (normalized) is 0.0847. (7) The peptide sequence is YQVNNLEEI. The MHC is HLA-B15:01 with pseudo-sequence HLA-B15:01. The binding affinity (normalized) is 0.742.